Dataset: Forward reaction prediction with 1.9M reactions from USPTO patents (1976-2016). Task: Predict the product of the given reaction. Given the reactants Cl[C:2]1[CH:3]=[C:4](C(O)=O)[C:5]2[C:14]([CH:15]=1)=[N:13][C:12]1[C:7](=[CH:8][CH:9]=[CH:10][CH:11]=1)[CH:6]=2.N1C2C(=CC=CC=2)C(=O)C1=O.Cl, predict the reaction product. The product is: [CH:3]1[CH:4]=[C:5]2[CH:6]=[C:7]3[C:12](=[N:13][C:14]2=[CH:15][CH:2]=1)[CH:11]=[CH:10][CH:9]=[CH:8]3.